From a dataset of Forward reaction prediction with 1.9M reactions from USPTO patents (1976-2016). Predict the product of the given reaction. (1) Given the reactants [CH:1]1[C:13]2[NH:12][C:11]3[C:6](=[CH:7][CH:8]=[CH:9][CH:10]=3)[C:5]=2[CH:4]=[CH:3][CH:2]=1.[Al+3].[Cl-].[Cl-].[Cl-].[C:18](Cl)([CH3:20])=[O:19].[OH2:22].[N+]([C:26]1[CH:31]=CC=CC=1)([O-])=O, predict the reaction product. The product is: [CH:10]1[C:11]2[NH:12][C:13]3[C:5](=[CH:4][C:3]([C:18](=[O:19])[CH3:20])=[CH:2][CH:1]=3)[C:6]=2[CH:7]=[C:8]([C:31](=[O:22])[CH3:26])[CH:9]=1. (2) Given the reactants O1[C:5]2([CH2:10][CH2:9][CH:8]([C:11]3[CH:16]=[CH:15][C:14]([OH:17])=[CH:13][C:12]=3[OH:18])[CH2:7][CH2:6]2)[O:4]CC1.O.[NH+]1C=CC=CC=1, predict the reaction product. The product is: [OH:18][C:12]1[CH:13]=[C:14]([OH:17])[CH:15]=[CH:16][C:11]=1[CH:8]1[CH2:7][CH2:6][C:5](=[O:4])[CH2:10][CH2:9]1. (3) The product is: [CH3:1][C:2]1[N:10]([CH:18]([C:20]2[CH:25]=[CH:24][CH:23]=[CH:22][CH:21]=2)[CH3:19])[C:5]2=[CH:6][N:7]=[CH:8][CH:9]=[C:4]2[C:3]=1[C:11]([O:13][CH3:14])=[O:12]. Given the reactants [CH3:1][C:2]1[NH:10][C:5]2=[CH:6][N:7]=[CH:8][CH:9]=[C:4]2[C:3]=1[C:11]([O:13][CH3:14])=[O:12].[H-].[Na+].Br[CH:18]([C:20]1[CH:25]=[CH:24][CH:23]=[CH:22][CH:21]=1)[CH3:19].[NH4+].[Cl-], predict the reaction product.